From a dataset of Reaction yield outcomes from USPTO patents with 853,638 reactions. Predict the reaction yield, written as a fraction of the theoretical maximum amount of product (1.0 means a 100% yield; for example, 0.34 means a 34% yield). (1) The reactants are [CH3:1][C@@H:2]1[CH2:7][N:6]([C:8]2[CH:13]=[CH:12][C:11]([N+:14]([O-])=O)=[CH:10][CH:9]=2)[CH2:5][CH2:4][N:3]1[C:17]([O:19][C:20]([CH3:23])([CH3:22])[CH3:21])=[O:18]. The catalyst is CO.[Pd]. The product is [NH2:14][C:11]1[CH:12]=[CH:13][C:8]([N:6]2[CH2:5][CH2:4][N:3]([C:17]([O:19][C:20]([CH3:23])([CH3:22])[CH3:21])=[O:18])[C@H:2]([CH3:1])[CH2:7]2)=[CH:9][CH:10]=1. The yield is 0.840. (2) The reactants are Br[C:2]1[CH:3]=[C:4]([NH:9][C:10]2[N:15]=[C:14]([CH3:16])[CH:13]=[CH:12][N:11]=2)[CH:5]=[C:6]([CH3:8])[CH:7]=1.[B:17]1([B:17]2[O:21][C:20]([CH3:23])([CH3:22])[C:19]([CH3:25])([CH3:24])[O:18]2)[O:21][C:20]([CH3:23])([CH3:22])[C:19]([CH3:25])([CH3:24])[O:18]1.C([O-])(=O)C.[K+].CS(C)=O. The catalyst is C(OCC)(=O)C. The product is [CH3:16][C:14]1[CH:13]=[CH:12][N:11]=[C:10]([NH:9][C:4]2[CH:3]=[C:2]([B:17]3[O:21][C:20]([CH3:23])([CH3:22])[C:19]([CH3:25])([CH3:24])[O:18]3)[CH:7]=[C:6]([CH3:8])[CH:5]=2)[N:15]=1. The yield is 0.566. (3) The reactants are CO[C:3](=[O:28])[C:4]1[CH:9]=[CH:8][C:7]([O:10][CH2:11][C:12]2[C:13]([C:21]3[CH:26]=[CH:25][C:24]([F:27])=[CH:23][CH:22]=3)=[N:14][O:15][C:16]=2[C:17]([F:20])([F:19])[F:18])=[N:6][CH:5]=1.COC(=O)C1C=CC(OCC2C(C3C=CC=CC=3)=NOC=2C(F)(F)F)=[N:34][CH:33]=1. No catalyst specified. The product is [F:27][C:24]1[CH:25]=[CH:26][C:21]([C:13]2[C:12]([CH2:11][O:10][C:7]3[CH:8]=[CH:9][C:4]([C:3]([NH:34][CH3:33])=[O:28])=[CH:5][N:6]=3)=[C:16]([C:17]([F:18])([F:20])[F:19])[O:15][N:14]=2)=[CH:22][CH:23]=1. The yield is 0.660. (4) The reactants are [CH2:1]([N:8]1[CH2:12][C@H:11]([C:13]2[CH:18]=[CH:17][CH:16]=[CH:15][CH:14]=2)[C@@H:10]([C:19](N2[C@@H](C3C=CC=CC=3)COC2=O)=[O:20])[CH2:9]1)[C:2]1[CH:7]=[CH:6][CH:5]=[CH:4][CH:3]=1.[H-].[Al+3].[Li+].[H-].[H-].[H-].O. The catalyst is C1COCC1. The product is [CH2:1]([N:8]1[CH2:12][C@H:11]([C:13]2[CH:18]=[CH:17][CH:16]=[CH:15][CH:14]=2)[C@@H:10]([CH2:19][OH:20])[CH2:9]1)[C:2]1[CH:3]=[CH:4][CH:5]=[CH:6][CH:7]=1. The yield is 0.550. (5) The reactants are [O:1]1[CH2:5][CH2:4][CH2:3][C@@H:2]1[CH2:6][N:7]1[C:15]2[C:10](=[CH:11][CH:12]=[CH:13][CH:14]=2)[C:9]2([C:19]3[CH:20]=[CH:21][C:22]([O:24][Si](C(C)C)(C(C)C)C(C)C)=[CH:23][C:18]=3[O:17][CH2:16]2)[C:8]1=[O:35].[F-].C([N+](CCCC)(CCCC)CCCC)CCC. The catalyst is O1CCCC1. The product is [OH:24][C:22]1[CH:21]=[CH:20][C:19]2[C:9]3([CH2:16][O:17][C:18]=2[CH:23]=1)[C:10]1[C:15](=[CH:14][CH:13]=[CH:12][CH:11]=1)[N:7]([CH2:6][C@H:2]1[CH2:3][CH2:4][CH2:5][O:1]1)[C:8]3=[O:35]. The yield is 0.860. (6) The reactants are [CH3:1][N:2]1[C:6]([CH3:7])=[C:5]([C:8]([OH:10])=O)[C:4]([CH3:11])=[N:3]1.C1(P(C2C=CC=CC=2)C2C=CC=CC=2)C=CC=CC=1.ClN1C(=O)CCC1=O.[CH:39]1([CH2:42][N:43]2[C:51]3[N:50]=[C:49]([CH2:52][C:53]4[CH:58]=[CH:57][C:56]([NH:59][CH3:60])=[CH:55][CH:54]=4)[NH:48][C:47]=3[C:46](=[O:61])[N:45]([CH2:62][C:63]3[CH:68]=[CH:67][CH:66]=[CH:65][C:64]=3[F:69])[C:44]2=[O:70])[CH2:41][CH2:40]1. The catalyst is ClCCl. The product is [CH:39]1([CH2:42][N:43]2[C:51]3[N:50]=[C:49]([CH2:52][C:53]4[CH:54]=[CH:55][C:56]([N:59]([CH3:60])[C:8]([C:5]5[C:4]([CH3:11])=[N:3][N:2]([CH3:1])[C:6]=5[CH3:7])=[O:10])=[CH:57][CH:58]=4)[NH:48][C:47]=3[C:46](=[O:61])[N:45]([CH2:62][C:63]3[CH:68]=[CH:67][CH:66]=[CH:65][C:64]=3[F:69])[C:44]2=[O:70])[CH2:41][CH2:40]1. The yield is 0.650. (7) The reactants are [F:1][C:2]1[CH:3]=[C:4]2[C:8](=[CH:9][CH:10]=1)[N:7]([CH2:11][C:12]([O:14]C)=[O:13])[C:6]([CH3:16])=[C:5]2[C:17]1[N:18]=[N:19][C:20]([OH:23])=[CH:21][CH:22]=1.[Cl:24][C:25]1[CH:32]=[CH:31][C:28]([CH2:29]Br)=[CH:27][C:26]=1[F:33].C(=O)([O-])[O-].[K+].[K+].[Li+].[OH-]. The catalyst is O1CCCC1.O. The product is [Cl:24][C:25]1[CH:32]=[CH:31][C:28]([CH2:29][N:19]2[C:20](=[O:23])[CH:21]=[CH:22][C:17]([C:5]3[C:4]4[C:8](=[CH:9][CH:10]=[C:2]([F:1])[CH:3]=4)[N:7]([CH2:11][C:12]([OH:14])=[O:13])[C:6]=3[CH3:16])=[N:18]2)=[CH:27][C:26]=1[F:33]. The yield is 0.320. (8) The reactants are [CH:1]([C:4]1[CH:9]=[CH:8][C:7]([CH:10]2[C:14]3[C:15]([CH3:22])=[C:16]([OH:21])[C:17]([CH3:20])=[C:18]([CH3:19])[C:13]=3[O:12][C:11]2([CH3:24])[CH3:23])=[CH:6][CH:5]=1)([CH3:3])[CH3:2].Cl.Cl[CH2:27][C:28]1[CH:33]=[CH:32][N:31]=[CH:30][CH:29]=1. No catalyst specified. The product is [CH:1]([C:4]1[CH:9]=[CH:8][C:7]([CH:10]2[C:14]3[C:15]([CH3:22])=[C:16]([O:21][CH2:27][C:28]4[CH:33]=[CH:32][N:31]=[CH:30][CH:29]=4)[C:17]([CH3:20])=[C:18]([CH3:19])[C:13]=3[O:12][C:11]2([CH3:24])[CH3:23])=[CH:6][CH:5]=1)([CH3:3])[CH3:2]. The yield is 0.520. (9) The reactants are [F:1][C:2]1[CH:9]=[CH:8][C:7]([CH:10]=O)=[CH:6][C:3]=1[C:4]#[N:5].[O:12]=[C:13]1[C:21]2[C:16](=[CH:17][CH:18]=[CH:19][CH:20]=2)[CH:15](P(=O)(OC)OC)[O:14]1.C(N(CC)CC)C. The catalyst is C1COCC1. The product is [F:1][C:2]1[CH:9]=[CH:8][C:7]([CH:10]=[C:15]2[C:16]3[C:21](=[CH:20][CH:19]=[CH:18][CH:17]=3)[C:13](=[O:12])[O:14]2)=[CH:6][C:3]=1[C:4]#[N:5]. The yield is 0.923. (10) The reactants are C(C1C=C(NC2N=C(NC3C=CC=C(C(O)=O)C=3)C(F)=CN=2)C=CC=1)(O)=O.[CH3:28][O:29][C:30]1[CH:31]=[C:32]([NH:40][C:41]2[N:46]=[C:45]([NH:47][C:48]3[CH:53]=[CH:52][C:51]([C:54]([O:56]C)=[O:55])=[C:50]([O:58][CH3:59])[CH:49]=3)[C:44]([F:60])=[CH:43][N:42]=2)[CH:33]=[CH:34][C:35]=1[C:36]([O:38]C)=[O:37].[OH-].[Na+]. No catalyst specified. The product is [C:36]([C:35]1[CH:34]=[CH:33][C:32]([NH:40][C:41]2[N:46]=[C:45]([NH:47][C:48]3[CH:53]=[CH:52][C:51]([C:54]([OH:56])=[O:55])=[C:50]([O:58][CH3:59])[CH:49]=3)[C:44]([F:60])=[CH:43][N:42]=2)=[CH:31][C:30]=1[O:29][CH3:28])([OH:38])=[O:37]. The yield is 0.640.